Task: Predict the reaction yield, written as a fraction of the theoretical maximum amount of product (1.0 means a 100% yield; for example, 0.34 means a 34% yield).. Dataset: Reaction yield outcomes from USPTO patents with 853,638 reactions (1) The reactants are [H-].[Na+].[NH2:3][CH:4]([CH:7]([CH3:9])[CH3:8])[CH2:5]O.[N+:10]([C:13]1[CH:18]=[CH:17][CH:16]=[CH:15][C:14]=1[S:19](Cl)(=[O:21])=[O:20])([O-:12])=[O:11].[NH4+]. The catalyst is C1COCC1. The product is [CH:7]([CH:4]1[CH2:5][N:3]1[S:19]([C:14]1[CH:15]=[CH:16][CH:17]=[CH:18][C:13]=1[N+:10]([O-:12])=[O:11])(=[O:20])=[O:21])([CH3:9])[CH3:8]. The yield is 0.500. (2) The catalyst is C(#N)C. The product is [CH2:13]1[C:12](=[O:17])[N:11]([O:10][C:1]([CH2:37][CH2:36][CH2:35][CH2:34][CH2:30][NH:29][C:19]([CH2:20][CH2:21][C:22]2[CH:27]=[CH:26][CH:25]=[CH:24][CH:23]=2)=[O:28])=[O:18])[C:15](=[O:16])[CH2:14]1. The yield is 0.720. The reactants are [C:1](=[O:18])([O:10][N:11]1[C:15](=[O:16])[CH2:14][CH2:13][C:12]1=[O:17])ON1C(=O)CCC1=O.[C:19]([NH:29][CH:30]([CH2:34][CH2:35][CH2:36][CH3:37])C(O)=O)(=[O:28])[CH2:20][CH2:21][C:22]1[CH:27]=[CH:26][CH:25]=[CH:24][CH:23]=1.N1C=CC=CC=1.C(OCC)(=O)C. (3) The reactants are [Cl:1][C:2]1[CH:3]=[C:4]([C:8]2[N:9]=[C:10]([CH2:20][C:21]3[CH:26]=[CH:25][C:24]([CH2:27][C:28](OC)=[O:29])=[CH:23][CH:22]=3)[C:11]3[S:17](=[O:19])(=[O:18])[CH2:16][CH2:15][CH2:14][C:12]=3[N:13]=2)[CH:5]=[CH:6][CH:7]=1.CC(C[AlH]CC(C)C)C. No catalyst specified. The product is [Cl:1][C:2]1[CH:3]=[C:4]([C:8]2[N:9]=[C:10]([CH2:20][C:21]3[CH:22]=[CH:23][C:24]([CH2:27][CH2:28][OH:29])=[CH:25][CH:26]=3)[C:11]3[S:17](=[O:18])(=[O:19])[CH2:16][CH2:15][CH2:14][C:12]=3[N:13]=2)[CH:5]=[CH:6][CH:7]=1. The yield is 0.810. (4) The reactants are [Cl:1][S:2]([OH:5])(=O)=[O:3].[C:6]([NH:9][C:10]1[CH:15]=[CH:14][CH:13]=[CH:12][CH:11]=1)(=[O:8])[CH3:7]. No catalyst specified. The product is [C:6]([NH:9][C:10]1[CH:15]=[CH:14][C:13]([S:2]([Cl:1])(=[O:5])=[O:3])=[CH:12][CH:11]=1)(=[O:8])[CH3:7]. The yield is 0.480. (5) The product is [Cl:1][C:2]1[C:3]([NH:27][C@@H:28]2[CH2:33][CH2:32][CH2:31][CH2:30][C@H:29]2[NH:34][S:35]([CH3:38])(=[O:36])=[O:37])=[N:4][C:5]([NH:8][C:9]2[CH:10]=[CH:11][C:12]3[CH2:18][N:17]([CH2:19][CH2:20][OH:21])[CH2:16][CH2:15][N:14]([CH3:25])[C:13]=3[CH:26]=2)=[N:6][CH:7]=1. The catalyst is CO.ClCCl. The yield is 0.210. The reactants are [Cl:1][C:2]1[C:3]([NH:27][C@@H:28]2[CH2:33][CH2:32][CH2:31][CH2:30][C@H:29]2[NH:34][S:35]([CH3:38])(=[O:37])=[O:36])=[N:4][C:5]([NH:8][C:9]2[CH:10]=[CH:11][C:12]3[CH2:18][N:17]([CH2:19][CH2:20][O:21]C(=O)C)[CH2:16][CH2:15][N:14]([CH3:25])[C:13]=3[CH:26]=2)=[N:6][CH:7]=1.O1CCOCC1.[Li+].[OH-].N.